From a dataset of Peptide-MHC class I binding affinity with 185,985 pairs from IEDB/IMGT. Regression. Given a peptide amino acid sequence and an MHC pseudo amino acid sequence, predict their binding affinity value. This is MHC class I binding data. (1) The peptide sequence is IIMFDAEKL. The MHC is HLA-A69:01 with pseudo-sequence HLA-A69:01. The binding affinity (normalized) is 0.352. (2) The peptide sequence is LFNWAVRTK. The MHC is Patr-A0101 with pseudo-sequence Patr-A0101. The binding affinity (normalized) is 0.366.